The task is: Regression. Given a peptide amino acid sequence and an MHC pseudo amino acid sequence, predict their binding affinity value. This is MHC class I binding data.. This data is from Peptide-MHC class I binding affinity with 185,985 pairs from IEDB/IMGT. (1) The peptide sequence is PSLCRVNNSY. The MHC is HLA-A26:01 with pseudo-sequence HLA-A26:01. The binding affinity (normalized) is 0.105. (2) The binding affinity (normalized) is 0.567. The MHC is HLA-A29:02 with pseudo-sequence HLA-A29:02. The peptide sequence is GYKETPFLTI. (3) The peptide sequence is VPSLQYLALK. The MHC is Mamu-A2201 with pseudo-sequence Mamu-A2201. The binding affinity (normalized) is 0. (4) The peptide sequence is HQIWLALRY. The MHC is HLA-A02:11 with pseudo-sequence HLA-A02:11. The binding affinity (normalized) is 0.0847. (5) The peptide sequence is FLMAYANQIH. The MHC is HLA-A68:01 with pseudo-sequence HLA-A68:01. The binding affinity (normalized) is 0.329. (6) The MHC is H-2-Db with pseudo-sequence H-2-Db. The peptide sequence is RDLLFKLL. The binding affinity (normalized) is 0.240.